Predict the product of the given reaction. From a dataset of Forward reaction prediction with 1.9M reactions from USPTO patents (1976-2016). (1) Given the reactants Cl[C:2]1[N:7]=[CH:6][C:5]([C:8]2[CH:13]=[CH:12][C:11]([O:14][CH:15]([F:17])[F:16])=[CH:10][CH:9]=2)=[CH:4][N:3]=1.[NH2:18][C:19]1[CH:20]=[C:21]([CH2:25][OH:26])[CH:22]=[CH:23][CH:24]=1.CC1C=CC(S(O)(=O)=O)=CC=1, predict the reaction product. The product is: [F:16][CH:15]([F:17])[O:14][C:11]1[CH:12]=[CH:13][C:8]([C:5]2[CH:4]=[N:3][C:2]([NH:18][C:19]3[CH:20]=[C:21]([CH2:25][OH:26])[CH:22]=[CH:23][CH:24]=3)=[N:7][CH:6]=2)=[CH:9][CH:10]=1. (2) The product is: [F:31][C:21]([F:30])([CH2:22][O:23][C:24]1[CH:25]=[CH:26][CH:27]=[CH:28][CH:29]=1)[CH2:20][CH2:19][C@@H:11]1[C@@H:12]2[C@@H:13]([O:14][C:15](=[O:17])[CH2:16]2)[CH2:18][C@H:10]1[OH:9]. Given the reactants C([O:9][C@@H:10]1[CH2:18][C@@H:13]2[O:14][C:15](=[O:17])[CH2:16][C@@H:12]2[C@H:11]1[CH2:19][CH2:20][C:21]([F:31])([F:30])[CH2:22][O:23][C:24]1[CH:29]=[CH:28][CH:27]=[CH:26][CH:25]=1)(=O)C1C=CC=CC=1.C(=O)([O-])[O-].[K+].[K+], predict the reaction product. (3) Given the reactants [N:1]1([CH2:7][CH2:8][O:9][C:10]2[CH:15]=[CH:14][C:13]([C:16]3[C:24]4[C:19](=[CH:20][CH:21]=[C:22]([C:25]#[N:26])[CH:23]=4)[NH:18][N:17]=3)=[CH:12][CH:11]=2)[CH2:6][CH2:5][O:4][CH2:3][CH2:2]1.[N:27]([Sn](CCCC)(CCCC)CCCC)=[N+:28]=[N-:29], predict the reaction product. The product is: [NH:27]1[C:25]([C:22]2[CH:23]=[C:24]3[C:19](=[CH:20][CH:21]=2)[NH:18][N:17]=[C:16]3[C:13]2[CH:12]=[CH:11][C:10]([O:9][CH2:8][CH2:7][N:1]3[CH2:6][CH2:5][O:4][CH2:3][CH2:2]3)=[CH:15][CH:14]=2)=[N:26][N:29]=[N:28]1. (4) Given the reactants C([Li])CCC.Br[C:7]1[CH:12]=[CH:11][C:10]([Br:13])=[CH:9][CH:8]=1.[O:14]1[CH2:17][C:16](=[O:18])[CH2:15]1.[NH4+].[Cl-], predict the reaction product. The product is: [Br:13][C:10]1[CH:11]=[CH:12][C:7]([C:16]2([OH:18])[CH2:17][O:14][CH2:15]2)=[CH:8][CH:9]=1. (5) Given the reactants [Cl:1][C:2]1[CH:3]=[C:4]2[C:17]([CH3:19])([CH3:18])[C:16]([CH3:20])=[N:15][C:5]2=[N+:6]([CH2:8][CH2:9][CH2:10]S([O-])(=O)=O)[CH:7]=1.C1C[O:27][S:24](=[O:26])(=[O:25])[CH2:23]C1, predict the reaction product. The product is: [Cl:1][C:2]1[CH:3]=[C:4]2[C:17]([CH3:18])([CH3:19])[C:16]([CH3:20])=[N:15][C:5]2=[N+:6]([CH2:8][CH2:9][CH2:10][CH2:23][S:24]([O-:27])(=[O:26])=[O:25])[CH:7]=1. (6) Given the reactants Br[CH2:2][CH2:3][CH2:4][CH2:5][O:6][C:7]1[CH:12]=[CH:11][C:10]([OH:13])=[CH:9][CH:8]=1.[CH3:14][NH:15][C:16]1[CH:21]=[CH:20][CH:19]=[CH:18][CH:17]=1.C(N(C(C)C)CC)(C)C, predict the reaction product. The product is: [CH3:14][N:15]([C:16]1[CH:21]=[CH:20][CH:19]=[CH:18][CH:17]=1)[CH2:2][CH2:3][CH2:4][CH2:5][O:6][C:7]1[CH:12]=[CH:11][C:10]([OH:13])=[CH:9][CH:8]=1. (7) Given the reactants [C:1]([O:5][C:6]([N:8]1[CH2:13][CH2:12][CH:11]([NH:14][C:15](=[O:25])[C:16]2[CH:21]=[C:20]([O:22][CH3:23])[CH:19]=[C:18](O)[CH:17]=2)[CH2:10][CH2:9]1)=[O:7])([CH3:4])([CH3:3])[CH3:2].C(=O)([O-])[O-].[K+].[K+].C1(C)C=CC(S([O:41][CH2:42][CH:43]2[CH2:47][O:46][C:45]([CH3:49])([CH3:48])[O:44]2)(=O)=O)=CC=1, predict the reaction product. The product is: [C:1]([O:5][C:6]([N:8]1[CH2:13][CH2:12][CH:11]([NH:14][C:15](=[O:25])[C:16]2[CH:21]=[C:20]([O:22][CH3:23])[CH:19]=[C:18]([O:41][CH2:42][CH:43]3[CH2:47][O:46][C:45]([CH3:48])([CH3:49])[O:44]3)[CH:17]=2)[CH2:10][CH2:9]1)=[O:7])([CH3:4])([CH3:3])[CH3:2]. (8) Given the reactants [CH2:1]([O:3][C:4](=[O:27])[NH:5][C:6]1[CH:11]=[CH:10][CH:9]=[C:8]([C:12]2[N:13]([CH2:25][CH3:26])[C:14]3[C:19]([C:20]=2[C:21]#[N:22])=[CH:18][CH:17]=[C:16]([O:23]C)[CH:15]=3)[CH:7]=1)[CH3:2].B(Br)(Br)Br, predict the reaction product. The product is: [CH2:1]([O:3][C:4](=[O:27])[NH:5][C:6]1[CH:11]=[CH:10][CH:9]=[C:8]([C:12]2[N:13]([CH2:25][CH3:26])[C:14]3[C:19]([C:20]=2[C:21]#[N:22])=[CH:18][CH:17]=[C:16]([OH:23])[CH:15]=3)[CH:7]=1)[CH3:2]. (9) Given the reactants [NH:1]([C:3]1[CH:8]=[CH:7][CH:6]=[CH:5][N:4]=1)[NH2:2].[N:9]#[C:10][Br:11], predict the reaction product. The product is: [BrH:11].[N:1]1[N:2]=[C:10]([NH2:9])[N:4]2[CH:5]=[CH:6][CH:7]=[CH:8][C:3]=12.